Dataset: Catalyst prediction with 721,799 reactions and 888 catalyst types from USPTO. Task: Predict which catalyst facilitates the given reaction. Reactant: [C:9](O[C:9]([O:11][C:12]([CH3:15])([CH3:14])[CH3:13])=[O:10])([O:11][C:12]([CH3:15])([CH3:14])[CH3:13])=[O:10].C(N(CC)CC)C.[CH3:23][O:24][C:25]([C:27]1[C:28]([NH:40][C:41]2[CH:46]=[CH:45][C:44]([Br:47])=[CH:43][C:42]=2[Cl:48])=[C:29]([Cl:39])[C:30]2[N:31]([C:33]([CH2:36][NH:37][CH3:38])=[CH:34][N:35]=2)[CH:32]=1)=[O:26]. Product: [CH3:23][O:24][C:25]([C:27]1[C:28]([NH:40][C:41]2[CH:46]=[CH:45][C:44]([Br:47])=[CH:43][C:42]=2[Cl:48])=[C:29]([Cl:39])[C:30]2[N:31]([C:33]([CH2:36][NH:37][CH2:38][C:9]([O:11][C:12]([CH3:13])([CH3:14])[CH3:15])=[O:10])=[CH:34][N:35]=2)[CH:32]=1)=[O:26]. The catalyst class is: 4.